This data is from Cav3 T-type calcium channel HTS with 100,875 compounds. The task is: Binary Classification. Given a drug SMILES string, predict its activity (active/inactive) in a high-throughput screening assay against a specified biological target. (1) The compound is O=c1n(c(=O)n(c2nc(n(c12)C\C=C\c1ccccc1)NCCCO)C)C. The result is 0 (inactive). (2) The molecule is O=C(N1CCN(CC1)C)C(N1C(=O)c2c(C1=O)cccc2)C. The result is 0 (inactive). (3) The drug is FC(F)(F)c1n(ncc1c1n(nnn1)c1ccc(F)cc1)c1cc(F)ccc1. The result is 1 (active). (4) The compound is S(=O)(=O)(CC(=O)N1CCc2c(C1)cccc2)Cc1nc(oc1C)c1ccc(cc1)C. The result is 1 (active). (5) The compound is Clc1ccc(C2(O)CCN(C3CC(=O)N(C3=O)Cc3ccc(N4CCCC4=O)cc3)CC2)cc1. The result is 0 (inactive). (6) The drug is S(c1n2c(n(Cc3c(OC)cccc3)c(=O)c3c2cccc3)nn1)c1ncnc2sccc12. The result is 0 (inactive).